Task: Predict the product of the given reaction.. Dataset: Forward reaction prediction with 1.9M reactions from USPTO patents (1976-2016) (1) Given the reactants [C:1](Cl)(=O)C.[NH2:5][C@H:6]([C:11]([OH:13])=[O:12])[CH2:7][CH2:8][S:9][CH3:10], predict the reaction product. The product is: [CH3:1][O:12][C:11](=[O:13])[C@@H:6]([NH2:5])[CH2:7][CH2:8][S:9][CH3:10]. (2) Given the reactants Cl[C:2]1[CH:11]=[CH:10][C:9]2[C:4](=[CH:5][CH:6]=[C:7](Cl)[CH:8]=2)[N:3]=1.[CH3:13][O:14][C:15]1[CH:22]=[CH:21][CH:20]=[CH:19][C:16]=1[CH2:17][NH2:18].[NH2:23][CH2:24][CH2:25][CH2:26][N:27]1[CH:31]=[CH:30][N:29]=[CH:28]1, predict the reaction product. The product is: [N:27]1([CH2:26][CH2:25][CH2:24][NH:23][C:7]2[CH:8]=[C:9]3[C:4](=[CH:5][CH:6]=2)[N:3]=[C:2]([NH:18][CH2:17][C:16]2[CH:19]=[CH:20][CH:21]=[CH:22][C:15]=2[O:14][CH3:13])[CH:11]=[CH:10]3)[CH:31]=[CH:30][N:29]=[CH:28]1. (3) Given the reactants [F:1][C:2]1[CH:9]=[CH:8][C:7]([CH2:10][OH:11])=[CH:6][C:3]=1[C:4]#[N:5].Cl[C:13]1[CH:14]=[C:15]2[N:22]([CH3:23])[C@@H:21]([CH3:24])[CH2:20][N:16]2[C:17](=[O:19])[N:18]=1, predict the reaction product. The product is: [CH3:23][N:22]1[C:15]2[N:16]([C:17](=[O:19])[N:18]=[C:13]([O:11][CH2:10][C:7]3[CH:8]=[CH:9][C:2]([F:1])=[C:3]([CH:6]=3)[C:4]#[N:5])[CH:14]=2)[CH2:20][C@@H:21]1[CH3:24]. (4) Given the reactants [C:1](#[N:8])[C:2]1[CH:7]=[CH:6][CH:5]=[CH:4][CH:3]=1.[H-].[H-].[H-].[H-].[Li+].[Al+3].CCO[CH2:18][CH3:19], predict the reaction product. The product is: [N:8]1([C:5]2[CH:6]=[CH:7][C:2]([CH2:1][NH2:8])=[CH:3][CH:4]=2)[CH2:19][CH2:18][CH2:3][CH2:2][CH2:1]1. (5) Given the reactants [C:1]([C:3]1([C:6]2[CH:7]=[C:8]([CH:21]=[CH:22][CH:23]=2)[C:9]([NH:11][C:12]2[CH:17]=[CH:16][C:15]([O:18][CH3:19])=[C:14]([OH:20])[CH:13]=2)=[O:10])[CH2:5][CH2:4]1)#[N:2].Cl[C:25]1[CH:30]=[CH:29][C:28]([N+:31]([O-:33])=[O:32])=[CH:27][N:26]=1.C(=O)([O-])[O-].[K+].[K+], predict the reaction product. The product is: [C:1]([C:3]1([C:6]2[CH:7]=[C:8]([CH:21]=[CH:22][CH:23]=2)[C:9]([NH:11][C:12]2[CH:17]=[CH:16][C:15]([O:18][CH3:19])=[C:14]([O:20][C:25]3[CH:30]=[CH:29][C:28]([N+:31]([O-:33])=[O:32])=[CH:27][N:26]=3)[CH:13]=2)=[O:10])[CH2:5][CH2:4]1)#[N:2]. (6) The product is: [F:25][C:4]1[CH:3]=[C:2]([NH:1][C:33]([C:30]2[C:29](=[O:36])[N:28]([C:37]3[CH:38]=[CH:39][CH:40]=[CH:41][CH:42]=3)[N:27]([CH3:26])[C:31]=2[CH3:32])=[O:34])[CH:24]=[CH:23][C:5]=1[O:6][C:7]1[C:16]2[C:11](=[CH:12][C:13]([O:17][C:18]([CH3:22])([CH3:21])[CH2:19][OH:20])=[CH:14][CH:15]=2)[N:10]=[CH:9][CH:8]=1. Given the reactants [NH2:1][C:2]1[CH:24]=[CH:23][C:5]([O:6][C:7]2[C:16]3[C:11](=[CH:12][C:13]([O:17][C:18]([CH3:22])([CH3:21])[CH2:19][OH:20])=[CH:14][CH:15]=3)[N:10]=[CH:9][CH:8]=2)=[C:4]([F:25])[CH:3]=1.[CH3:26][N:27]1[C:31]([CH3:32])=[C:30]([C:33](O)=[O:34])[C:29](=[O:36])[N:28]1[C:37]1[CH:42]=[CH:41][CH:40]=[CH:39][CH:38]=1.CCN=C=NCCCN(C)C.C1C=NC2N(O)N=NC=2C=1, predict the reaction product.